Dataset: Forward reaction prediction with 1.9M reactions from USPTO patents (1976-2016). Task: Predict the product of the given reaction. Given the reactants I[C:2]1[CH:7]=[CH:6][C:5]([N+:8]([O-:10])=[O:9])=[CH:4][C:3]=1[CH3:11].BrC1C=CC(F)=CC=1C.[Cl:21][C:22]1[CH:27]=[CH:26][C:25]([OH:28])=[C:24]([CH3:29])[CH:23]=1, predict the reaction product. The product is: [Cl:21][C:22]1[CH:27]=[CH:26][C:25]([O:28][C:2]2[CH:7]=[CH:6][C:5]([N+:8]([O-:10])=[O:9])=[CH:4][C:3]=2[CH3:11])=[C:24]([CH3:29])[CH:23]=1.